Predict the product of the given reaction. From a dataset of Forward reaction prediction with 1.9M reactions from USPTO patents (1976-2016). (1) Given the reactants Cl[C:2]1[CH:19]=[C:6]2[C:7]3[C:12]([CH2:13][CH2:14][N:5]2[C:4](=[O:20])[N:3]=1)=[CH:11][C:10]([O:15][CH3:16])=[C:9]([O:17][CH3:18])[CH:8]=3.[CH:21]1([C:26]2[CH:31]=[CH:30][CH:29]=[CH:28][C:27]=2[OH:32])[CH2:25][CH2:24][CH2:23][CH2:22]1.C(=O)([O-])[O-].[K+].[K+], predict the reaction product. The product is: [CH:21]1([C:26]2[CH:31]=[CH:30][CH:29]=[CH:28][C:27]=2[O:32][C:2]2[CH:19]=[C:6]3[C:7]4[C:12]([CH2:13][CH2:14][N:5]3[C:4](=[O:20])[N:3]=2)=[CH:11][C:10]([O:15][CH3:16])=[C:9]([O:17][CH3:18])[CH:8]=4)[CH2:22][CH2:23][CH2:24][CH2:25]1. (2) Given the reactants [Cl:1][C:2]1[CH:3]=[C:4]([CH:24]=[CH:25][C:26]=1[F:27])[CH2:5][N:6]1[CH2:15][CH2:14][C:13]2[C:8](=[C:9]([OH:22])[C:10](=[O:21])[N:11]([CH3:20])[C:12]=2[C:16]([O:18][CH3:19])=[O:17])[C:7]1=[O:23].[C:28](=O)([O-])[O-].[Cs+].[Cs+].IC, predict the reaction product. The product is: [Cl:1][C:2]1[CH:3]=[C:4]([CH:24]=[CH:25][C:26]=1[F:27])[CH2:5][N:6]1[CH2:15][CH2:14][C:13]2[C:8](=[C:9]([O:22][CH3:28])[C:10](=[O:21])[N:11]([CH3:20])[C:12]=2[C:16]([O:18][CH3:19])=[O:17])[C:7]1=[O:23]. (3) The product is: [CH3:1][O:2][C:3]([C:5]1[N:6]=[C:7]([C:17]2[CH:22]=[CH:21][C:20]([C:23]([F:26])([F:25])[F:24])=[CH:19][CH:18]=2)[O:8][C:9]=1[C:10]1[CH:11]=[N:12][C:13]([C:27]2[CH:32]=[CH:31][CH:30]=[CH:29][CH:28]=2)=[CH:14][CH:15]=1)=[O:4]. Given the reactants [CH3:1][O:2][C:3]([C:5]1[N:6]=[C:7]([C:17]2[CH:22]=[CH:21][C:20]([C:23]([F:26])([F:25])[F:24])=[CH:19][CH:18]=2)[O:8][C:9]=1[C:10]1[CH:11]=[N:12][C:13](Cl)=[CH:14][CH:15]=1)=[O:4].[C:27]1(B(O)O)[CH:32]=[CH:31][CH:30]=[CH:29][CH:28]=1.[F-].[Cs+], predict the reaction product. (4) Given the reactants [C:1]1([C:7]2[CH:12]=[C:11]([CH2:13][CH2:14][S:15]([N:18]3[CH2:23][CH2:22][O:21][CH2:20][CH2:19]3)(=[O:17])=[O:16])[CH:10]=[CH:9][C:8]=2[NH2:24])[CH2:6][CH2:5][CH2:4][CH2:3][CH:2]=1.[K+].[C:26]([C:28]1[N:29]=[C:30]([C:41]([O-])=[O:42])[N:31]([CH2:33][O:34][CH2:35][CH2:36][Si:37]([CH3:40])([CH3:39])[CH3:38])[CH:32]=1)#[N:27].C1CN([P+](Br)(N2CCCC2)N2CCCC2)CC1.F[P-](F)(F)(F)(F)F.CCN(C(C)C)C(C)C, predict the reaction product. The product is: [C:1]1([C:7]2[CH:12]=[C:11]([CH2:13][CH2:14][S:15]([N:18]3[CH2:23][CH2:22][O:21][CH2:20][CH2:19]3)(=[O:16])=[O:17])[CH:10]=[CH:9][C:8]=2[NH:24][C:41]([C:30]2[N:31]([CH2:33][O:34][CH2:35][CH2:36][Si:37]([CH3:40])([CH3:39])[CH3:38])[CH:32]=[C:28]([C:26]#[N:27])[N:29]=2)=[O:42])[CH2:6][CH2:5][CH2:4][CH2:3][CH:2]=1. (5) Given the reactants [S:1]([O:11][CH2:12][C@:13]1([O:34][C@H:33]([CH2:35][O:36][Si](C(C)(C)C)(C)C)[C@@H:24]([O:25][CH2:26][C:27]2[CH:32]=[CH:31][CH:30]=[CH:29][CH:28]=2)[C@@H:15]1[O:16][CH2:17][C:18]1[CH:23]=[CH:22][CH:21]=[CH:20][CH:19]=1)[OH:14])([C:4]1[CH:10]=[CH:9][C:7]([CH3:8])=[CH:6][CH:5]=1)(=[O:3])=[O:2].[F-].C([N+](CCCC)(CCCC)CCCC)CCC, predict the reaction product. The product is: [S:1]([O:11][CH2:12][C@:13]1([O:34][C@H:33]([CH2:35][OH:36])[C@@H:24]([O:25][CH2:26][C:27]2[CH:32]=[CH:31][CH:30]=[CH:29][CH:28]=2)[C@@H:15]1[O:16][CH2:17][C:18]1[CH:23]=[CH:22][CH:21]=[CH:20][CH:19]=1)[OH:14])([C:4]1[CH:5]=[CH:6][C:7]([CH3:8])=[CH:9][CH:10]=1)(=[O:2])=[O:3]. (6) Given the reactants C([O:3][C:4](=[O:26])[C:5]1[CH:10]=[CH:9][CH:8]=[C:7]([C:11]2[CH:12]=[CH:13][C:14]3[O:18][N:17]=[C:16]([NH:19][CH2:20][C:21]([CH3:24])([CH3:23])[CH3:22])[C:15]=3[CH:25]=2)[CH:6]=1)C.[Li+].[OH-], predict the reaction product. The product is: [CH2:20]([NH:19][C:16]1[C:15]2[CH:25]=[C:11]([C:7]3[CH:6]=[C:5]([CH:10]=[CH:9][CH:8]=3)[C:4]([OH:26])=[O:3])[CH:12]=[CH:13][C:14]=2[O:18][N:17]=1)[C:21]([CH3:24])([CH3:23])[CH3:22]. (7) Given the reactants [CH2:1]([N:3]1[CH2:8][CH2:7][N:6]([C:9]2[C:18]3[C:13](=[CH:14][CH:15]=[CH:16][CH:17]=3)[CH:12]=[C:11]([C:19]3[CH:20]=[C:21]4[C:25](=[CH:26][CH:27]=3)[C:24](=[O:28])[CH2:23][CH2:22]4)[N:10]=2)[CH2:5][CH2:4]1)[CH3:2].[BH4-].[Na+], predict the reaction product. The product is: [CH2:1]([N:3]1[CH2:8][CH2:7][N:6]([C:9]2[C:18]3[C:13](=[CH:14][CH:15]=[CH:16][CH:17]=3)[CH:12]=[C:11]([C:19]3[CH:20]=[C:21]4[C:25](=[CH:26][CH:27]=3)[CH:24]([OH:28])[CH2:23][CH2:22]4)[N:10]=2)[CH2:5][CH2:4]1)[CH3:2]. (8) Given the reactants [CH3:1][C@@:2]12[C@H:11]3[CH2:12][CH2:13][C@:14]4([CH3:20])[C:18](=[O:19])[CH2:17][CH2:16][C@H:15]4[C@@H:10]3[CH2:9][CH2:8][C@H:7]1[CH2:6][C@@H:5]([OH:21])[CH2:4][CH2:3]2.N1C=CC=CC=1.[CH3:28][Si:29]([CH3:32])([CH3:31])Cl.C(=O)(O)[O-].[Na+], predict the reaction product. The product is: [CH3:28][Si:29]([CH3:32])([CH3:31])[O:21][C@H:5]1[CH2:4][CH2:3][C@@:2]2([CH3:1])[C@@H:7]([CH2:8][CH2:9][C@@H:10]3[C@@H:11]2[CH2:12][CH2:13][C@@:14]2([CH3:20])[C@H:15]3[CH2:16][CH2:17][C:18]2=[O:19])[CH2:6]1. (9) Given the reactants [F:1][C:2]1([F:55])[CH2:6][N:5](C(OC(C)(C)C)=O)[C@H:4]([C:14]2[NH:15][C:16]([C:19]3[CH:20]=[N:21][C:22]([C:25]4[CH:30]=[CH:29][C:28]([C:31]5[N:32]=[C:33]([C@@H:36]6[CH2:48][N:46]7[C:47]8[CH:39]([C@@H:40]([NH:49][C:50]([O:52][CH3:53])=[O:51])[CH2:41][CH2:42][C:43]=8[CH:44]=[CH:45]7)[C:38](=[O:54])[CH2:37]6)[NH:34][CH:35]=5)=[CH:27][CH:26]=4)=[N:23][CH:24]=3)=[CH:17][N:18]=2)[CH2:3]1.[ClH:56].O1CCOCC1, predict the reaction product. The product is: [ClH:56].[F:55][C:2]1([F:1])[CH2:6][NH:5][C@H:4]([C:14]2[NH:15][C:16]([C:19]3[CH:24]=[N:23][C:22]([C:25]4[CH:26]=[CH:27][C:28]([C:31]5[N:32]=[C:33]([C@@H:36]6[CH2:48][N:46]7[C:47]8[CH:39]([C@@H:40]([NH:49][C:50](=[O:51])[O:52][CH3:53])[CH2:41][CH2:42][C:43]=8[CH:44]=[CH:45]7)[C:38](=[O:54])[CH2:37]6)[NH:34][CH:35]=5)=[CH:29][CH:30]=4)=[N:21][CH:20]=3)=[CH:17][N:18]=2)[CH2:3]1.